This data is from Full USPTO retrosynthesis dataset with 1.9M reactions from patents (1976-2016). The task is: Predict the reactants needed to synthesize the given product. (1) Given the product [BrH:12].[Cl:11][C:8]1[CH:7]=[C:3]([C:4]([NH2:6])=[O:5])[C:2](=[NH:1])[N:10]([CH2:13][C:14]2[CH:19]=[CH:18][C:17]([S:20]([CH3:23])(=[O:21])=[O:22])=[CH:16][C:15]=2[Cl:24])[CH:9]=1, predict the reactants needed to synthesize it. The reactants are: [NH2:1][C:2]1[N:10]=[CH:9][C:8]([Cl:11])=[CH:7][C:3]=1[C:4]([NH2:6])=[O:5].[Br:12][CH2:13][C:14]1[CH:19]=[CH:18][C:17]([S:20]([CH3:23])(=[O:22])=[O:21])=[CH:16][C:15]=1[Cl:24]. (2) Given the product [ClH:28].[CH3:27][N:4]([CH3:3])[C@H:5]1[CH2:10][CH2:9][CH2:8][N:7]([C:11](=[O:26])[CH2:12][CH2:13][C:14]2[N:15]([CH2:19][CH2:20][C:21]([OH:23])=[O:22])[CH:16]=[CH:17][N:18]=2)[CH2:6]1, predict the reactants needed to synthesize it. The reactants are: [OH-].[Na+].[CH3:3][N:4]([CH3:27])[C@H:5]1[CH2:10][CH2:9][CH2:8][N:7]([C:11](=[O:26])[CH2:12][CH2:13][C:14]2[N:15]([CH2:19][CH2:20][C:21]([O:23]CC)=[O:22])[CH:16]=[CH:17][N:18]=2)[CH2:6]1.[ClH:28]. (3) Given the product [Cl:2][C:3]1[C:4]([F:40])=[C:5]([NH:9][C:10]2[C:19]3[C:14](=[CH:15][C:16]([O:38][CH3:39])=[C:17]([O:20][C@@H:21]4[CH2:26][CH2:25][NH:24][C@@H:23]([C:34]([NH:36][CH3:37])=[O:35])[CH2:22]4)[CH:18]=3)[N:13]=[CH:12][N:11]=2)[CH:6]=[CH:7][CH:8]=1, predict the reactants needed to synthesize it. The reactants are: Cl.[Cl:2][C:3]1[C:4]([F:40])=[C:5]([NH:9][C:10]2[C:19]3[C:14](=[CH:15][C:16]([O:38][CH3:39])=[C:17]([O:20][C@@H:21]4[CH2:26][CH2:25][N:24](C(OC(C)(C)C)=O)[C@@H:23]([C:34]([NH:36][CH3:37])=[O:35])[CH2:22]4)[CH:18]=3)[N:13]=[CH:12][N:11]=2)[CH:6]=[CH:7][CH:8]=1. (4) Given the product [CH3:1][C:2]12[C:14]3[C:6](=[CH:7][C:8]([NH:15][S:23]([C:26]4[CH:27]=[CH:28][C:29]([C:30]([OH:32])=[O:31])=[CH:33][CH:34]=4)(=[O:25])=[O:24])=[CH:9][C:10]=3[CH2:11][CH2:12][CH2:13]1)[CH2:5][CH2:4][CH2:3]2, predict the reactants needed to synthesize it. The reactants are: [CH3:1][C:2]12[C:14]3[C:6](=[CH:7][C:8]([NH2:15])=[CH:9][C:10]=3[CH2:11][CH2:12][CH2:13]1)[CH2:5][CH2:4][CH2:3]2.C1C=CC=CC=1.Cl[S:23]([C:26]1[CH:34]=[CH:33][C:29]([C:30]([OH:32])=[O:31])=[CH:28][CH:27]=1)(=[O:25])=[O:24].Cl. (5) Given the product [Cl:1][C:2]1[CH:3]=[CH:4][C:5]([O:21][C:16]2[CH:17]=[C:18]([F:20])[CH:19]=[C:14]([Cl:13])[CH:15]=2)=[C:6]([CH:11]=1)[C:7]([NH:23][C@H:24]([C:26]1[CH:35]=[CH:34][C:29]([C:30]([OH:32])=[O:31])=[CH:28][CH:27]=1)[CH3:25])=[O:8], predict the reactants needed to synthesize it. The reactants are: [Cl:1][C:2]1[CH:3]=[CH:4][C:5](F)=[C:6]([CH:11]=1)[C:7](OC)=[O:8].[Cl:13][C:14]1[CH:15]=[C:16]([OH:21])[CH:17]=[C:18]([F:20])[CH:19]=1.Cl.[NH2:23][C@H:24]([C:26]1[CH:35]=[CH:34][C:29]([C:30]([O:32]C)=[O:31])=[CH:28][CH:27]=1)[CH3:25].